From a dataset of Full USPTO retrosynthesis dataset with 1.9M reactions from patents (1976-2016). Predict the reactants needed to synthesize the given product. (1) Given the product [CH3:1][O:2][C:3]1[CH:8]=[CH:7][C:6]([O:9][CH3:10])=[CH:5][C:4]=1[C:11](=[O:29])[CH2:12][C:17]1[CH:22]=[CH:21][C:20]([C:23]([F:25])([F:24])[F:26])=[C:19]([O:27][CH3:28])[CH:18]=1, predict the reactants needed to synthesize it. The reactants are: [CH3:1][O:2][C:3]1[CH:8]=[CH:7][C:6]([O:9][CH3:10])=[CH:5][C:4]=1[C:11](=[O:29])[CH:12]([C:17]1[CH:22]=[CH:21][C:20]([C:23]([F:26])([F:25])[F:24])=[C:19]([O:27][CH3:28])[CH:18]=1)C(OC)=O. (2) The reactants are: Cl[C:2]1[N:7]=[C:6]([NH:8][C:9]2[CH:18]=[CH:17][C:12]3[NH:13][C:14](=[O:16])[NH:15][C:11]=3[CH:10]=2)[C:5]([F:19])=[CH:4][N:3]=1.[CH3:20][N:21]1[CH2:26][CH2:25][N:24]([C:27]2[N:32]=[CH:31][C:30]([NH2:33])=[CH:29][CH:28]=2)[CH2:23][CH2:22]1.C(O)(C(F)(F)F)=O. Given the product [NH:13]1[C:12]2[CH:17]=[CH:18][C:9]([NH:8][C:6]3[C:5]([F:19])=[CH:4][N:3]=[C:2]([NH:33][C:30]4[CH:29]=[CH:28][C:27]([N:24]5[CH2:25][CH2:26][N:21]([CH3:20])[CH2:22][CH2:23]5)=[N:32][CH:31]=4)[N:7]=3)=[CH:10][C:11]=2[NH:15][C:14]1=[O:16], predict the reactants needed to synthesize it. (3) Given the product [F:32][CH:2]([F:1])[O:3][C:4]1[CH:5]=[C:6]([N:14]([CH2:25][C:26]2[CH:27]=[N:28][CH:29]=[CH:30][CH:31]=2)[C:15]2[CH:16]=[C:17]([CH:21]([NH:24][C:33]([O:35][C:36]([CH3:39])([CH3:38])[CH3:37])=[O:34])[CH2:22][OH:23])[CH:18]=[CH:19][CH:20]=2)[CH:7]=[CH:8][C:9]=1[O:10][CH:11]([F:13])[F:12], predict the reactants needed to synthesize it. The reactants are: [F:1][CH:2]([F:32])[O:3][C:4]1[CH:5]=[C:6]([N:14]([CH2:25][C:26]2[CH:27]=[N:28][CH:29]=[CH:30][CH:31]=2)[C:15]2[CH:16]=[C:17]([CH:21]([NH2:24])[CH2:22][OH:23])[CH:18]=[CH:19][CH:20]=2)[CH:7]=[CH:8][C:9]=1[O:10][CH:11]([F:13])[F:12].[C:33](O[C:33]([O:35][C:36]([CH3:39])([CH3:38])[CH3:37])=[O:34])([O:35][C:36]([CH3:39])([CH3:38])[CH3:37])=[O:34].C(=O)([O-])[O-].[K+].[K+]. (4) Given the product [CH2:5]([C@@H:6]([CH2:10][CH2:11][C@H:12]([CH2:16][CH:17]1[CH2:18][CH2:19][CH2:20][CH2:21][CH2:22]1)[C:13]([OH:15])=[O:14])[C:7]([OH:9])=[O:8])[C:4]1[CH:23]=[CH:24][CH:25]=[CH:2][CH:3]=1, predict the reactants needed to synthesize it. The reactants are: Cl[C:2]1[CH:3]=[C:4]([CH:23]=[CH:24][CH:25]=1)[CH2:5][C@@H:6]([CH2:10][CH2:11][C@H:12]([CH2:16][CH:17]1[CH2:22][CH2:21][CH2:20][CH2:19][CH2:18]1)[C:13]([OH:15])=[O:14])[C:7]([OH:9])=[O:8].[H][H]. (5) Given the product [CH2:20]([O:19][P:18]([N:7]1[CH:1]2[CH:6]1[CH2:5][CH2:4][N:3]([C:8]([O:10][CH2:11][C:12]1[CH:17]=[CH:16][CH:15]=[CH:14][CH:13]=1)=[O:9])[CH2:2]2)([O:22][CH2:23][CH3:24])=[O:25])[CH3:21], predict the reactants needed to synthesize it. The reactants are: [CH:1]12[NH:7][CH:6]1[CH2:5][CH2:4][N:3]([C:8]([O:10][CH2:11][C:12]1[CH:17]=[CH:16][CH:15]=[CH:14][CH:13]=1)=[O:9])[CH2:2]2.[P:18](Cl)(=[O:25])([O:22][CH2:23][CH3:24])[O:19][CH2:20][CH3:21].C(N(CC)CC)C. (6) Given the product [N:24]([CH:6]([C:8]1[N:9]([C:17]2[CH:22]=[CH:21][CH:20]=[C:19]([F:23])[CH:18]=2)[C:10]2[C:15]([CH:16]=1)=[CH:14][CH:13]=[CH:12][CH:11]=2)[CH3:7])=[N+:25]=[N-:26], predict the reactants needed to synthesize it. The reactants are: CS(O[CH:6]([C:8]1[N:9]([C:17]2[CH:22]=[CH:21][CH:20]=[C:19]([F:23])[CH:18]=2)[C:10]2[C:15]([CH:16]=1)=[CH:14][CH:13]=[CH:12][CH:11]=2)[CH3:7])(=O)=O.[N-:24]=[N+:25]=[N-:26].[Na+]. (7) Given the product [CH2:1]([O:8][C:9]1[CH:14]=[C:13]([OH:15])[C:12]([C:16](=[O:18])/[CH:17]=[CH:26]/[C:27]2[CH:35]=[CH:34][C:31]([O:32][CH3:33])=[C:29]([OH:30])[CH:28]=2)=[C:11]([O:19][CH3:20])[C:10]=1[O:21][CH3:22])[C:2]1[CH:3]=[CH:4][CH:5]=[CH:6][CH:7]=1, predict the reactants needed to synthesize it. The reactants are: [CH2:1]([O:8][C:9]1[CH:14]=[C:13]([OH:15])[C:12]([C:16](=[O:18])[CH3:17])=[C:11]([O:19][CH3:20])[C:10]=1[O:21][CH3:22])[C:2]1[CH:7]=[CH:6][CH:5]=[CH:4][CH:3]=1.[OH-].[K+].O=[CH:26][C:27]1[CH:35]=[CH:34][C:31]([O:32][CH3:33])=[C:29]([OH:30])[CH:28]=1.